This data is from Forward reaction prediction with 1.9M reactions from USPTO patents (1976-2016). The task is: Predict the product of the given reaction. Given the reactants [Br:1][C:2]1[N:3]=[C:4]([N:21]=[C:22]([NH:24]O)[CH3:23])[C:5]([N:8]2[CH2:13][CH2:12][N:11](C(OC(C)(C)C)=O)[CH2:10][CH2:9]2)=[N:6][CH:7]=1, predict the reaction product. The product is: [Br:1][C:2]1[N:3]2[N:24]=[C:22]([CH3:23])[N:21]=[C:4]2[C:5]([N:8]2[CH2:13][CH2:12][NH:11][CH2:10][CH2:9]2)=[N:6][CH:7]=1.